From a dataset of Forward reaction prediction with 1.9M reactions from USPTO patents (1976-2016). Predict the product of the given reaction. (1) Given the reactants [NH3:1].C1COCC1.[CH3:7][N:8]1[CH:13]=[C:12]([S:14](Cl)(=[O:16])=[O:15])[C:11](=[O:18])[N:10]([CH3:19])[C:9]1=[O:20], predict the reaction product. The product is: [CH3:7][N:8]1[CH:13]=[C:12]([S:14]([NH2:1])(=[O:16])=[O:15])[C:11](=[O:18])[N:10]([CH3:19])[C:9]1=[O:20]. (2) Given the reactants [C:1]([O:5][C:6]([N:8]([CH3:14])[C@@H:9]([CH3:13])[C:10]([OH:12])=O)=[O:7])([CH3:4])([CH3:3])[CH3:2].C(Cl)CCl.N1C2C(=NC=CC=2)N(O)N=1.[NH2:29][C@@H:30]([C:67]([CH3:70])([CH3:69])[CH3:68])[C:31]([N:33]1[C@H:42]([C:43]([N:45]([CH2:56][C:57]2[CH:66]=[CH:65][C:60]([C:61]([O:63][CH3:64])=[O:62])=[CH:59][CH:58]=2)[C@@H:46]([C:48]2[CH:53]=[CH:52][CH:51]=[C:50]([F:54])[C:49]=2[F:55])[CH3:47])=[O:44])[CH2:41][C:40]2[C:35](=[CH:36][CH:37]=[CH:38][CH:39]=2)[CH2:34]1)=[O:32].C(O)(C(F)(F)F)=O.CN1CCOCC1, predict the reaction product. The product is: [C:1]([O:5][C:6]([N:8]([CH3:14])[C@@H:9]([CH3:13])[C:10]([NH:29][C@@H:30]([C:67]([CH3:68])([CH3:70])[CH3:69])[C:31]([N:33]1[C@H:42]([C:43]([N:45]([CH2:56][C:57]2[CH:66]=[CH:65][C:60]([C:61]([O:63][CH3:64])=[O:62])=[CH:59][CH:58]=2)[C@@H:46]([C:48]2[CH:53]=[CH:52][CH:51]=[C:50]([F:54])[C:49]=2[F:55])[CH3:47])=[O:44])[CH2:41][C:40]2[C:35](=[CH:36][CH:37]=[CH:38][CH:39]=2)[CH2:34]1)=[O:32])=[O:12])=[O:7])([CH3:2])([CH3:3])[CH3:4]. (3) Given the reactants [CH2:1]([O:8][C:9]([N:11]1[CH2:15][CH2:14][CH:13]([NH:16]C(OC(C)(C)C)=O)[CH2:12]1)=[O:10])[C:2]1[CH:7]=[CH:6][CH:5]=[CH:4][CH:3]=1.C(O)(C(F)(F)F)=O, predict the reaction product. The product is: [CH2:1]([O:8][C:9]([N:11]1[CH2:15][CH2:14][CH:13]([NH2:16])[CH2:12]1)=[O:10])[C:2]1[CH:7]=[CH:6][CH:5]=[CH:4][CH:3]=1.